From a dataset of Forward reaction prediction with 1.9M reactions from USPTO patents (1976-2016). Predict the product of the given reaction. (1) The product is: [CH2:1]([NH:3][C:4](=[O:5])[NH:6][C:7]1[N:12]=[CH:11][C:10]([C:13]2[CH:14]=[N:15][CH:16]=[C:17]([C:19]3[O:20][C:21](=[O:24])[N:22]([C:42]([N:41]([CH3:45])[CH3:40])=[O:43])[N:23]=3)[CH:18]=2)=[C:9]([C:25]2[S:26][CH:27]=[C:28]([C:30]([F:32])([F:33])[F:31])[N:29]=2)[CH:8]=1)[CH3:2]. Given the reactants [CH2:1]([NH:3][C:4]([NH:6][C:7]1[N:12]=[CH:11][C:10]([C:13]2[CH:14]=[N:15][CH:16]=[C:17]([C:19]3[O:20][C:21](=[O:24])[NH:22][N:23]=3)[CH:18]=2)=[C:9]([C:25]2[S:26][CH:27]=[C:28]([C:30]([F:33])([F:32])[F:31])[N:29]=2)[CH:8]=1)=[O:5])[CH3:2].CC(C)([O-])C.[K+].[CH3:40][N:41]([CH3:45])[C:42](Cl)=[O:43], predict the reaction product. (2) Given the reactants [CH3:1][C@H:2]1[CH2:7][C@@H:6]([O:8][C:9]2[CH:14]=[CH:13][N:12]([C:15]3[CH:20]=[CH:19][C:18]([S:21]([CH3:24])(=[O:23])=[O:22])=[CH:17][CH:16]=3)[C:11](=[O:25])[CH:10]=2)[CH2:5][CH2:4][N:3]1C(OC(C)(C)C)=O.[ClH:33], predict the reaction product. The product is: [ClH:33].[CH3:1][C@H:2]1[CH2:7][C@@H:6]([O:8][C:9]2[CH:14]=[CH:13][N:12]([C:15]3[CH:20]=[CH:19][C:18]([S:21]([CH3:24])(=[O:23])=[O:22])=[CH:17][CH:16]=3)[C:11](=[O:25])[CH:10]=2)[CH2:5][CH2:4][NH:3]1. (3) Given the reactants [F:1][C:2]1[C:3]([I:17])=[C:4]2[C:9](=[CH:10][CH:11]=1)[CH:8]([C:12]([O:14]CC)=[O:13])[O:7][CH2:6][CH2:5]2.O[Li].O, predict the reaction product. The product is: [F:1][C:2]1[C:3]([I:17])=[C:4]2[C:9](=[CH:10][CH:11]=1)[CH:8]([C:12]([OH:14])=[O:13])[O:7][CH2:6][CH2:5]2. (4) Given the reactants [F:1][C:2]([F:11])([F:10])[C:3]1[CH:8]=[CH:7][N:6]=[C:5]([OH:9])[N:4]=1.[N:12]1([C:18](Cl)=[O:19])[CH2:17][CH2:16][O:15][CH2:14][CH2:13]1.N12CCN(CC1)CC2.O, predict the reaction product. The product is: [F:11][C:2]([F:1])([F:10])[C:3]1[CH:8]=[CH:7][N:6]=[C:5]([O:9][C:18]([N:12]2[CH2:17][CH2:16][O:15][CH2:14][CH2:13]2)=[O:19])[N:4]=1.